Dataset: Peptide-MHC class I binding affinity with 185,985 pairs from IEDB/IMGT. Task: Regression. Given a peptide amino acid sequence and an MHC pseudo amino acid sequence, predict their binding affinity value. This is MHC class I binding data. The peptide sequence is NHMDGESLKL. The MHC is Mamu-A07 with pseudo-sequence Mamu-A07. The binding affinity (normalized) is 0.614.